This data is from hERG potassium channel inhibition data for cardiac toxicity prediction from Karim et al.. The task is: Regression/Classification. Given a drug SMILES string, predict its toxicity properties. Task type varies by dataset: regression for continuous values (e.g., LD50, hERG inhibition percentage) or binary classification for toxic/non-toxic outcomes (e.g., AMES mutagenicity, cardiotoxicity, hepatotoxicity). Dataset: herg_karim. (1) The compound is O=S(=O)(c1ccc(F)cc1)N1CCN(CCc2ccc(F)cc2F)CC1. The result is 1 (blocker). (2) The drug is COc1ccc([C@H](N[C@@H]2CC[C@@H](C(=O)N3CCC(C(=O)N4CCCC4)(c4ccccc4)CC3)C(C)(C)C2)C(F)(F)F)cc1. The result is 1 (blocker). (3) The compound is Cc1ncc(C(=O)NCCN2CCCC2(C)C)cc1NC(=O)c1cnn2cc(-c3cnn(C)c3)ccc12. The result is 0 (non-blocker). (4) The molecule is COc1cc(-c2cn(C3C[C@@H]([Si](C)(C)C)CCN(Cc4ccccc4)C3=O)nn2)ccc1-n1cnc(C)c1. The result is 0 (non-blocker). (5) The molecule is O=C(Nc1ccccc1)NS(=O)(=O)c1ccc(OCCCN2CCCCC2)cc1. The result is 0 (non-blocker). (6) The molecule is NCC(=O)N1CCn2c(nc(-c3ccc(F)cc3)c2Nc2ccc(Cl)c(F)c2)C1. The result is 0 (non-blocker). (7) The drug is O=C1NCCN1CC[NH+]1CCC(c2cn(-c3ccc(CCO)cc3)c3ccc(Cl)cc23)CC1. The result is 0 (non-blocker). (8) The compound is Cl.Fc1cc(C(Oc2ccccc2)C2CNC2)ccc1Cl. The result is 1 (blocker). (9) The compound is Brc1cc(Br)c(Oc2cc(Br)c(Br)cc2Br)cc1Br. The result is 0 (non-blocker).